Dataset: Full USPTO retrosynthesis dataset with 1.9M reactions from patents (1976-2016). Task: Predict the reactants needed to synthesize the given product. Given the product [C:1]([C:3]1[CH:8]=[CH:7][CH:6]=[CH:5][C:4]=1[C:9]1[CH:14]=[CH:13][C:12]([CH2:15][C:16]2[C:17](=[O:44])[N:18]([C@H:28]3[CH2:33][CH2:32][C@H:31]([O:34][CH:35]([CH2:41][CH2:42][OH:47])[C:36]([O:38][CH2:39][CH3:40])=[O:37])[CH2:30][CH2:29]3)[C:19]3[N:20]([N:25]=[CH:26][N:27]=3)[C:21]=2[CH2:22][CH2:23][CH3:24])=[C:11]([F:45])[CH:10]=1)#[N:2], predict the reactants needed to synthesize it. The reactants are: [C:1]([C:3]1[CH:8]=[CH:7][CH:6]=[CH:5][C:4]=1[C:9]1[CH:14]=[CH:13][C:12]([CH2:15][C:16]2[C:17](=[O:44])[N:18]([C@H:28]3[CH2:33][CH2:32][C@H:31]([O:34][CH:35]([CH2:41][CH:42]=C)[C:36]([O:38][CH2:39][CH3:40])=[O:37])[CH2:30][CH2:29]3)[C:19]3[N:20]([N:25]=[CH:26][N:27]=3)[C:21]=2[CH2:22][CH2:23][CH3:24])=[C:11]([F:45])[CH:10]=1)#[N:2].I([O-])(=O)(=O)=[O:47].[Na+].CC(C)=O.C(#N)C.